The task is: Regression. Given a peptide amino acid sequence and an MHC pseudo amino acid sequence, predict their binding affinity value. This is MHC class I binding data.. This data is from Peptide-MHC class I binding affinity with 185,985 pairs from IEDB/IMGT. (1) The peptide sequence is HTILYNNTI. The MHC is HLA-A32:01 with pseudo-sequence HLA-A32:01. The binding affinity (normalized) is 0.941. (2) The peptide sequence is KMNYQVNGY. The MHC is HLA-A30:02 with pseudo-sequence HLA-A30:02. The binding affinity (normalized) is 0.934. (3) The peptide sequence is ALPPPPPPP. The MHC is HLA-A31:01 with pseudo-sequence HLA-A31:01. The binding affinity (normalized) is 0.0847. (4) The MHC is HLA-B15:01 with pseudo-sequence HLA-B15:01. The binding affinity (normalized) is 0.123. The peptide sequence is NYKAVSCDF. (5) The binding affinity (normalized) is 0.0847. The MHC is HLA-A31:01 with pseudo-sequence HLA-A31:01. The peptide sequence is DTLKVGNTY. (6) The peptide sequence is TCQGSDDIK. The MHC is HLA-A31:01 with pseudo-sequence HLA-A31:01. The binding affinity (normalized) is 0.211. (7) The peptide sequence is TALANTIEV. The MHC is H-2-Db with pseudo-sequence H-2-Db. The binding affinity (normalized) is 0.875.